Dataset: Forward reaction prediction with 1.9M reactions from USPTO patents (1976-2016). Task: Predict the product of the given reaction. Given the reactants [F:1][C:2]1[CH:7]=[C:6]([F:8])[CH:5]=[CH:4][C:3]=1[OH:9].[Cl:10][CH2:11][C:12]([NH:14][CH2:15]O)=[O:13].S(=O)(=O)(O)O, predict the reaction product. The product is: [Cl:10][CH2:11][C:12]([NH:14][CH2:15][C:4]1[CH:5]=[C:6]([F:8])[CH:7]=[C:2]([F:1])[C:3]=1[OH:9])=[O:13].